From a dataset of Catalyst prediction with 721,799 reactions and 888 catalyst types from USPTO. Predict which catalyst facilitates the given reaction. (1) Reactant: [C:1]1([CH2:7][O:8][C:9]([N:11]2[CH2:16][CH:15]=[C:14]([C:17]3[CH:34]=[CH:33][C:20]4[CH2:21][CH2:22][N:23](C(OC(C)(C)C)=O)[CH2:24][CH2:25][C:19]=4[CH:18]=3)[CH2:13][CH2:12]2)=[O:10])[CH:6]=[CH:5][CH:4]=[CH:3][CH:2]=1.FC(F)(F)C(O)=O. Product: [CH2:21]1[C:20]2[CH:33]=[CH:34][C:17]([C:14]3[CH2:15][CH2:16][N:11]([C:9]([O:8][CH2:7][C:1]4[CH:2]=[CH:3][CH:4]=[CH:5][CH:6]=4)=[O:10])[CH2:12][CH:13]=3)=[CH:18][C:19]=2[CH2:25][CH2:24][NH:23][CH2:22]1. The catalyst class is: 4. (2) Reactant: C([O:5][C:6](=[O:35])[CH2:7][N:8]1[CH:12]([CH3:13])[C:11](=[O:14])[N:10]([C:15]2[CH:20]=[C:19]([CH2:21][C:22]3[C:31]4[C:26](=[CH:27][CH:28]=[CH:29][CH:30]=4)[C:25](=[O:32])[NH:24][N:23]=3)[CH:18]=[CH:17][C:16]=2[F:33])[C:9]1=[O:34])(C)(C)C.FC(F)(F)C(O)=O. Product: [F:33][C:16]1[CH:17]=[CH:18][C:19]([CH2:21][C:22]2[C:31]3[C:26](=[CH:27][CH:28]=[CH:29][CH:30]=3)[C:25](=[O:32])[NH:24][N:23]=2)=[CH:20][C:15]=1[N:10]1[C:11](=[O:14])[CH:12]([CH3:13])[N:8]([CH2:7][C:6]([OH:35])=[O:5])[C:9]1=[O:34]. The catalyst class is: 2.